This data is from Aqueous solubility values for 9,982 compounds from the AqSolDB database. The task is: Regression/Classification. Given a drug SMILES string, predict its absorption, distribution, metabolism, or excretion properties. Task type varies by dataset: regression for continuous measurements (e.g., permeability, clearance, half-life) or binary classification for categorical outcomes (e.g., BBB penetration, CYP inhibition). For this dataset (solubility_aqsoldb), we predict Y. (1) The molecule is C=C(C)CO. The Y is 0.430 log mol/L. (2) The molecule is COc1ccc(NS(=O)(=O)c2ccc([N+](=O)[O-])cc2)cc1. The Y is -4.64 log mol/L.